From a dataset of Forward reaction prediction with 1.9M reactions from USPTO patents (1976-2016). Predict the product of the given reaction. (1) Given the reactants C(N(CC)CC)C.[C:8]([C:12]1[CH:13]=[C:14]([NH:30][S:31]([CH3:34])(=[O:33])=[O:32])[C:15]([O:28][CH3:29])=[C:16]([NH:18][C:19](=[O:27])OC2C=CC=CC=2)[CH:17]=1)([CH3:11])([CH3:10])[CH3:9].[NH2:35][C:36]1[C:45]2[C:40](=[CH:41][CH:42]=[CH:43][CH:44]=2)[C:39]([O:46][C:47]2[CH:52]=[CH:51][N:50]=[C:49]([NH:53][C:54]3[CH:59]=[CH:58][C:57]([P:60]([CH3:65])(=[O:64])[O:61][CH2:62][CH3:63])=[C:56]([O:66][CH2:67][CH3:68])[CH:55]=3)[CH:48]=2)=[CH:38][CH:37]=1, predict the reaction product. The product is: [C:8]([C:12]1[CH:13]=[C:14]([NH:30][S:31]([CH3:34])(=[O:33])=[O:32])[C:15]([O:28][CH3:29])=[C:16]([NH:18][C:19](=[O:27])[NH:35][C:36]2[C:45]3[C:40](=[CH:41][CH:42]=[CH:43][CH:44]=3)[C:39]([O:46][C:47]3[CH:52]=[CH:51][N:50]=[C:49]([NH:53][C:54]4[CH:59]=[CH:58][C:57]([P:60]([CH3:65])(=[O:64])[O:61][CH2:62][CH3:63])=[C:56]([O:66][CH2:67][CH3:68])[CH:55]=4)[CH:48]=3)=[CH:38][CH:37]=2)[CH:17]=1)([CH3:9])([CH3:11])[CH3:10]. (2) Given the reactants [CH3:1][C:2]1[CH:15]=[N:14][C:5]2[NH:6][C:7]3[C:12]([C:4]=2[CH:3]=1)=[CH:11][CH:10]=[CH:9][C:8]=3[OH:13].CS(O)(=O)=O.[I:21]N1C(=O)CCC1=O.S([O-])([O-])=O.[Na+].[Na+].[OH-].[Na+], predict the reaction product. The product is: [I:21][C:11]1[CH:10]=[CH:9][C:8]([OH:13])=[C:7]2[C:12]=1[C:4]1[CH:3]=[C:2]([CH3:1])[CH:15]=[N:14][C:5]=1[NH:6]2.